Task: Predict the product of the given reaction.. Dataset: Forward reaction prediction with 1.9M reactions from USPTO patents (1976-2016) (1) Given the reactants C([O:3][C:4](=[O:35])[CH2:5][CH:6]1[O:10][B:9]([OH:11])[C:8]2[CH:12]=[C:13]([O:17][C:18]3[CH:23]=[CH:22][N:21]=[C:20]([NH:24][CH2:25][CH2:26][NH:27][C:28]([O:30][C:31]([CH3:34])([CH3:33])[CH3:32])=[O:29])[N:19]=3)[CH:14]=[C:15]([CH3:16])[C:7]1=2)C.[OH-].[Li+], predict the reaction product. The product is: [C:31]([O:30][C:28]([NH:27][CH2:26][CH2:25][NH:24][C:20]1[N:19]=[C:18]([O:17][C:13]2[CH:14]=[C:15]([CH3:16])[C:7]3[CH:6]([CH2:5][C:4]([OH:35])=[O:3])[O:10][B:9]([OH:11])[C:8]=3[CH:12]=2)[CH:23]=[CH:22][N:21]=1)=[O:29])([CH3:34])([CH3:33])[CH3:32]. (2) Given the reactants CS(O[CH2:6][CH2:7][O:8][CH2:9][C:10]1[CH:15]=[CH:14][CH:13]=[CH:12][CH:11]=1)(=O)=O.CO.[CH2:18]([NH2:20])[CH3:19], predict the reaction product. The product is: [CH2:9]([O:8][CH2:7][CH2:6][NH:20][CH2:18][CH3:19])[C:10]1[CH:15]=[CH:14][CH:13]=[CH:12][CH:11]=1. (3) The product is: [C:6]([C:8]1[CH:13]=[CH:12][C:11]([NH:14][C:26](=[O:27])[C:25]2[CH:29]=[CH:30][C:22]([N:20]([CH2:19][CH2:18][OH:17])[CH3:21])=[CH:23][CH:24]=2)=[CH:10][CH:9]=1)([C:5]1[CH:15]=[CH:16][C:2]([NH:1][C:26](=[O:27])[C:25]2[CH:24]=[CH:23][C:22]([N:20]([CH2:19][CH2:18][OH:17])[CH3:21])=[CH:30][CH:29]=2)=[CH:3][CH:4]=1)=[O:7]. Given the reactants [NH2:1][C:2]1[CH:16]=[CH:15][C:5]([C:6]([C:8]2[CH:13]=[CH:12][C:11]([NH2:14])=[CH:10][CH:9]=2)=[O:7])=[CH:4][CH:3]=1.[OH:17][CH2:18][CH2:19][N:20]([C:22]1[CH:30]=[CH:29][C:25]([C:26]([O-])=[O:27])=[CH:24][CH:23]=1)[CH3:21], predict the reaction product. (4) Given the reactants [Cl:1][C:2]1[N:7]=[C:6](Cl)[C:5]([C:9](=[O:11])[CH3:10])=[CH:4][N:3]=1.C(=O)([O-])O.[Na+].[CH:17]([NH2:20])([CH3:19])[CH3:18].C1CCCCC1, predict the reaction product. The product is: [Cl:1][C:2]1[N:7]=[C:6]([NH:20][CH:17]([CH3:19])[CH3:18])[C:5]([C:9](=[O:11])[CH3:10])=[CH:4][N:3]=1. (5) Given the reactants [O:1]=[C:2]1[N:3]=[C:4]([NH:18][C:19]2[CH:24]=[CH:23][CH:22]=[CH:21][C:20]=2[NH:25][C:26](=O)[O:27]C(C)(C)C)[S:5]/[C:6]/1=[CH:7]\[C:8]1[CH:9]=[C:10]2[C:15](=[CH:16][CH:17]=1)[N:14]=[CH:13][CH:12]=[CH:11]2.FC(F)(F)C(O)=O.C(=O)([O-])[O-].[K+].[K+].C(Cl)(=O)[CH2:47][CH:48]([CH3:50])[CH3:49], predict the reaction product. The product is: [CH3:47][CH:48]([CH3:50])[CH2:49][C:26]([NH:25][C:20]1[CH:21]=[CH:22][CH:23]=[CH:24][C:19]=1[NH:18][C:4]1[S:5]/[C:6](=[CH:7]\[C:8]2[CH:9]=[C:10]3[C:15](=[CH:16][CH:17]=2)[N:14]=[CH:13][CH:12]=[CH:11]3)/[C:2](=[O:1])[N:3]=1)=[O:27]. (6) Given the reactants [CH2:1]([O:3][C:4]([C@@H:6]1[C@@H:8]([C:9](=[O:24])[NH:10][C@@H:11]([CH2:18][C:19]2[N:20]=[CH:21][S:22][CH:23]=2)[C:12](=[O:17])[NH:13][CH2:14][C:15]#[CH:16])[O:7]1)=[O:5])[CH3:2].[N:25]([C:28]1[C:33]([F:34])=[CH:32][CH:31]=[CH:30][C:29]=1[F:35])=[N+:26]=[N-:27].CCCC[Sn](OC(C)=O)(CCCC)CCCC, predict the reaction product. The product is: [CH2:1]([O:3][C:4]([C@@H:6]1[C@@H:8]([C:9](=[O:24])[NH:10][C@@H:11]([CH2:18][C:19]2[N:20]=[CH:21][S:22][CH:23]=2)[C:12]([NH:13][CH2:14][C:15]2[N:27]=[N:26][N:25]([C:28]3[C:29]([F:35])=[CH:30][CH:31]=[CH:32][C:33]=3[F:34])[CH:16]=2)=[O:17])[O:7]1)=[O:5])[CH3:2].